From a dataset of NCI-60 drug combinations with 297,098 pairs across 59 cell lines. Regression. Given two drug SMILES strings and cell line genomic features, predict the synergy score measuring deviation from expected non-interaction effect. Drug 1: CC(C1=C(C=CC(=C1Cl)F)Cl)OC2=C(N=CC(=C2)C3=CN(N=C3)C4CCNCC4)N. Drug 2: C1=NNC2=C1C(=O)NC=N2. Cell line: OVCAR-8. Synergy scores: CSS=5.52, Synergy_ZIP=1.56, Synergy_Bliss=4.29, Synergy_Loewe=1.36, Synergy_HSA=3.30.